Dataset: Forward reaction prediction with 1.9M reactions from USPTO patents (1976-2016). Task: Predict the product of the given reaction. (1) Given the reactants CO[CH:3](OC)[CH2:4][NH:5]C.[S:9]1[CH:13]=[CH:12][CH:11]=[C:10]1[C:14]#[N:15].Cl.[OH-].[Na+].[C:19](OCC)(=O)C, predict the reaction product. The product is: [CH3:19][N:15]1[CH:3]=[CH:4][N:5]=[C:14]1[C:10]1[S:9][CH:13]=[CH:12][CH:11]=1. (2) Given the reactants [NH2:1][CH2:2][CH2:3][N:4]1[C:12]2[C:11]([NH:13][C:14]3[CH:19]=[CH:18][C:17]([O:20][C:21]4[CH:26]=[CH:25][CH:24]=[C:23]([O:27][C:28]([F:31])([F:30])[F:29])[CH:22]=4)=[C:16]([CH3:32])[CH:15]=3)=[N:10][CH:9]=[N:8][C:7]=2[CH:6]=[CH:5]1.[CH3:33][S:34]([CH2:37][C:38](O)=[O:39])(=[O:36])=[O:35].Cl.C(N=C=NCCCN(C)C)C.O.ON1C2C=CC=CC=2N=N1, predict the reaction product. The product is: [CH3:33][S:34]([CH2:37][C:38]([NH:1][CH2:2][CH2:3][N:4]1[C:12]2[C:11]([NH:13][C:14]3[CH:19]=[CH:18][C:17]([O:20][C:21]4[CH:26]=[CH:25][CH:24]=[C:23]([O:27][C:28]([F:30])([F:31])[F:29])[CH:22]=4)=[C:16]([CH3:32])[CH:15]=3)=[N:10][CH:9]=[N:8][C:7]=2[CH:6]=[CH:5]1)=[O:39])(=[O:36])=[O:35]. (3) Given the reactants C(=O)(OC(C)(C)C)N.[F:9][C:10]1([F:39])[CH2:15][CH2:14][N:13](C(OC(C)(C)C)=O)[CH:12]([C:23](=[O:38])[NH:24][C:25]2([C:28]3[CH:33]=[CH:32][C:31]([C:34]([O:36][CH3:37])=[O:35])=[CH:30][CH:29]=3)[CH2:27][CH2:26]2)[CH2:11]1, predict the reaction product. The product is: [F:39][C:10]1([F:9])[CH2:15][CH2:14][NH:13][CH:12]([C:23]([NH:24][C:25]2([C:28]3[CH:33]=[CH:32][C:31]([C:34]([O:36][CH3:37])=[O:35])=[CH:30][CH:29]=3)[CH2:26][CH2:27]2)=[O:38])[CH2:11]1. (4) Given the reactants [N:1]1([C:5]([C:7]2[N:12]=[CH:11][C:10]([Br:13])=[CH:9][N:8]=2)=[O:6])[CH2:4]C[CH2:2]1.CNC, predict the reaction product. The product is: [Br:13][C:10]1[CH:11]=[N:12][C:7]([C:5]([N:1]([CH3:4])[CH3:2])=[O:6])=[N:8][CH:9]=1. (5) The product is: [CH:21]([N:18]1[CH2:19][CH2:20][N:15]([C:13]([C@H:10]2[CH2:11][CH2:12][C@H:7]([O:6][C:5]3[CH:24]=[CH:25][C:2]([C:31]4[S:32][CH:33]=[CH:34][N:35]=4)=[CH:3][CH:4]=3)[CH2:8][CH2:9]2)=[O:14])[CH2:16][CH2:17]1)([CH3:23])[CH3:22]. Given the reactants I[C:2]1[CH:25]=[CH:24][C:5]([O:6][CH:7]2[CH2:12][CH2:11][CH:10]([C:13]([N:15]3[CH2:20][CH2:19][N:18]([CH:21]([CH3:23])[CH3:22])[CH2:17][CH2:16]3)=[O:14])[CH2:9][CH2:8]2)=[CH:4][CH:3]=1.C([Sn](CCCC)(CCCC)[C:31]1[S:32][CH:33]=[CH:34][N:35]=1)CCC, predict the reaction product. (6) Given the reactants [S:1]1[C:5]2[CH:6]=[CH:7][CH:8]=[CH:9][C:4]=2[N:3]=[C:2]1[NH:10][C:11]([C:13]1[CH:14]=[CH:15][CH:16]=[C:17]2[C:22]=1[CH2:21][N:20]([C:23]1[S:24][C:25]([CH2:33][CH2:34][CH2:35]Cl)=[C:26]([C:28]([O:30][CH2:31][CH3:32])=[O:29])[N:27]=1)[CH2:19][CH2:18]2)=[O:12].[I-:37].[Na+], predict the reaction product. The product is: [S:1]1[C:5]2[CH:6]=[CH:7][CH:8]=[CH:9][C:4]=2[N:3]=[C:2]1[NH:10][C:11]([C:13]1[CH:14]=[CH:15][CH:16]=[C:17]2[C:22]=1[CH2:21][N:20]([C:23]1[S:24][C:25]([CH2:33][CH2:34][CH2:35][I:37])=[C:26]([C:28]([O:30][CH2:31][CH3:32])=[O:29])[N:27]=1)[CH2:19][CH2:18]2)=[O:12].